From a dataset of Reaction yield outcomes from USPTO patents with 853,638 reactions. Predict the reaction yield, written as a fraction of the theoretical maximum amount of product (1.0 means a 100% yield; for example, 0.34 means a 34% yield). (1) The reactants are [Cl:1][C:2]1[CH:3]=[CH:4][C:5]([S:9][CH3:10])=[C:6]([NH2:8])[CH:7]=1.[Cl:11][C:12]1[CH:17]=[CH:16][C:15]([S:18](Cl)(=[O:20])=[O:19])=[C:14]([F:22])[CH:13]=1. No catalyst specified. The product is [Cl:11][C:12]1[CH:17]=[CH:16][C:15]([S:18]([NH:8][C:6]2[CH:7]=[C:2]([Cl:1])[CH:3]=[CH:4][C:5]=2[S:9][CH3:10])(=[O:19])=[O:20])=[C:14]([F:22])[CH:13]=1. The yield is 0.660. (2) The reactants are [CH3:1][O:2][C:3]1[CH:4]=[C:5]2[C:10](=[CH:11][C:12]=1[O:13][CH3:14])[N:9]=[CH:8][CH:7]=[C:6]2[N:15]1[CH2:21][C:20]2[CH:22]=[C:23]([C:26]3[CH:32]=[CH:31][C:29]([NH2:30])=[C:28]([N+:33]([O-])=O)[CH:27]=3)[CH:24]=[CH:25][C:19]=2[O:18][CH2:17][CH2:16]1. The catalyst is CO.[Pd]. The product is [CH3:1][O:2][C:3]1[CH:4]=[C:5]2[C:10](=[CH:11][C:12]=1[O:13][CH3:14])[N:9]=[CH:8][CH:7]=[C:6]2[N:15]1[CH2:21][C:20]2[CH:22]=[C:23]([C:26]3[CH:27]=[C:28]([NH2:33])[C:29]([NH2:30])=[CH:31][CH:32]=3)[CH:24]=[CH:25][C:19]=2[O:18][CH2:17][CH2:16]1. The yield is 0.770. (3) The reactants are [CH3:1][O:2][C:3]1[CH:28]=[CH:27][C:6]([CH2:7][N:8]2[CH:12]=[C:11]([C:13]3[N:14]=[C:15]([NH:19][C:20]4[CH:25]=[CH:24][CH:23]=[C:22](Br)[N:21]=4)[S:16][C:17]=3[CH3:18])[CH:10]=[N:9]2)=[CH:5][CH:4]=1.[C-:29]#[N:30].[Na+]. The catalyst is C(#N)C.C1C=CC([P]([Pd]([P](C2C=CC=CC=2)(C2C=CC=CC=2)C2C=CC=CC=2)([P](C2C=CC=CC=2)(C2C=CC=CC=2)C2C=CC=CC=2)[P](C2C=CC=CC=2)(C2C=CC=CC=2)C2C=CC=CC=2)(C2C=CC=CC=2)C2C=CC=CC=2)=CC=1.[Cu]I. The product is [CH3:1][O:2][C:3]1[CH:28]=[CH:27][C:6]([CH2:7][N:8]2[CH:12]=[C:11]([C:13]3[N:14]=[C:15]([NH:19][C:20]4[N:21]=[C:22]([C:29]#[N:30])[CH:23]=[CH:24][CH:25]=4)[S:16][C:17]=3[CH3:18])[CH:10]=[N:9]2)=[CH:5][CH:4]=1. The yield is 0.730. (4) The reactants are CC(OC([N:8]1[CH2:14][C:13]2[CH:15]=[C:16]([B:19]([OH:21])[OH:20])[CH:17]=[CH:18][C:12]=2[O:11][CH2:10][CH2:9]1)=O)(C)C.[ClH:22]. The catalyst is O1CCOCC1.C(OCC)C. The product is [ClH:22].[O:11]1[C:12]2[CH:18]=[CH:17][C:16]([B:19]([OH:21])[OH:20])=[CH:15][C:13]=2[CH2:14][NH:8][CH2:9][CH2:10]1. The yield is 0.950. (5) The reactants are Cl[C:2]1[CH:7]=[C:6]([C:8]2[CH:13]=[C:12]([Cl:14])[CH:11]=[CH:10][C:9]=2[CH3:15])[N:5]=[C:4]([NH2:16])[N:3]=1.[Br:17][C:18]1[CH:24]=[CH:23][C:21]([NH2:22])=[CH:20][CH:19]=1. No catalyst specified. The product is [Br:17][C:18]1[CH:24]=[CH:23][C:21]([NH:22][C:2]2[CH:7]=[C:6]([C:8]3[CH:13]=[C:12]([Cl:14])[CH:11]=[CH:10][C:9]=3[CH3:15])[N:5]=[C:4]([NH2:16])[N:3]=2)=[CH:20][CH:19]=1. The yield is 0.840. (6) The reactants are [N+:1]([C:4]1[CH:8]=[CH:7][NH:6][N:5]=1)([O-:3])=[O:2].[H-].[Na+].Br[CH2:12][CH:13]=[C:14]([CH3:16])[CH3:15]. The catalyst is CN(C)C=O.C(OCC)(=O)C. The product is [CH3:15][C:14]([CH3:16])=[CH:13][CH2:12][N:6]1[CH:7]=[CH:8][C:4]([N+:1]([O-:3])=[O:2])=[N:5]1. The yield is 0.810. (7) The reactants are [CH:1]([CH:4]1[CH2:9][CH2:8][CH2:7][CH:6]([CH:10]([CH3:17])[CH2:11][CH:12]2OCC[O:13]2)[CH2:5]1)([CH3:3])[CH3:2].ClCCl. The catalyst is O.O.O.O.O.O.[Fe](Cl)(Cl)Cl.CC(C)=O. The product is [CH:1]([CH:4]1[CH2:9][CH2:8][CH2:7][CH:6]([CH:10]([CH3:17])[CH2:11][CH:12]=[O:13])[CH2:5]1)([CH3:3])[CH3:2]. The yield is 0.620. (8) The reactants are [CH3:1][C:2]1[NH:3][C:4]([C:12]2[CH:17]=[CH:16][CH:15]=[CH:14][CH:13]=2)=[CH:5][C:6]=1[C:7]([O:9][CH2:10][CH3:11])=[O:8].I[CH3:19].[H-].[Na+].O. The catalyst is C1COCC1. The product is [CH3:19][N:3]1[C:4]([C:12]2[CH:17]=[CH:16][CH:15]=[CH:14][CH:13]=2)=[CH:5][C:6]([C:7]([O:9][CH2:10][CH3:11])=[O:8])=[C:2]1[CH3:1]. The yield is 0.940. (9) The reactants are [Mg].Cl[CH:3]1[CH2:8][CH2:7][N:6]([CH3:9])[CH2:5][CH2:4]1.II.C1([Mg]Cl)CCCCC1.[NH2:20][C:21]1[CH:28]=[CH:27][CH:26]=[CH:25][C:22]=1[C:23]#N.C1C[O:32]CC1. No catalyst specified. The product is [NH2:20][C:21]1[CH:28]=[CH:27][CH:26]=[CH:25][C:22]=1[C:23]([CH:3]1[CH2:8][CH2:7][N:6]([CH3:9])[CH2:5][CH2:4]1)=[O:32]. The yield is 0.0700.